From a dataset of Catalyst prediction with 721,799 reactions and 888 catalyst types from USPTO. Predict which catalyst facilitates the given reaction. (1) Reactant: [Si](OCC1N=CC2N(C3SC(C(OC)=O)=C(O)C=3)C=NC=2C=1)(C(C)(C)C)(C)C.[Si:29]([O:36][CH2:37][C:38]1[N:43]=[CH:42][C:41]2[N:44]=[CH:45][N:46]([C:47]3[S:51][C:50]([C:52]([O:54][CH3:55])=[O:53])=[C:49]([OH:56])[CH:48]=3)[C:40]=2[CH:39]=1)([C:32]([CH3:35])([CH3:34])[CH3:33])([CH3:31])[CH3:30].C([O-])([O-])=O.[K+].[K+].Br[CH2:64][C:65]1[CH:70]=[CH:69][CH:68]=[CH:67][C:66]=1[C:71]([F:74])([F:73])[F:72]. Product: [Si:29]([O:36][CH2:37][C:38]1[N:43]=[CH:42][C:41]2[N:44]=[CH:45][N:46]([C:47]3[S:51][C:50]([C:52]([O:54][CH3:55])=[O:53])=[C:49]([O:56][CH2:64][C:65]4[CH:70]=[CH:69][CH:68]=[CH:67][C:66]=4[C:71]([F:72])([F:73])[F:74])[CH:48]=3)[C:40]=2[CH:39]=1)([C:32]([CH3:33])([CH3:34])[CH3:35])([CH3:30])[CH3:31]. The catalyst class is: 9. (2) Reactant: F[P-](F)(F)(F)(F)F.N1(O[P+](N(C)C)(N(C)C)N(C)C)C2C=CC=CC=2N=N1.[F:28][C:29]1[CH:34]=[CH:33][C:32]([S:35]([C@@:38]2([C:43]3[CH:48]=[CH:47][C:46]([C:49]([F:58])([C:54]([F:57])([F:56])[F:55])[C:50]([F:53])([F:52])[F:51])=[CH:45][CH:44]=3)[CH2:42][CH2:41][NH:40][CH2:39]2)(=[O:37])=[O:36])=[CH:31][CH:30]=1.[CH3:59][S:60][CH:61]1[CH2:66][CH2:65][CH:64]([C:67](O)=[O:68])[CH2:63][CH2:62]1.CCN(C(C)C)C(C)C. Product: [F:28][C:29]1[CH:34]=[CH:33][C:32]([S:35]([C@@:38]2([C:43]3[CH:44]=[CH:45][C:46]([C:49]([F:58])([C:50]([F:53])([F:52])[F:51])[C:54]([F:55])([F:56])[F:57])=[CH:47][CH:48]=3)[CH2:42][CH2:41][N:40]([C:67]([CH:64]3[CH2:65][CH2:66][CH:61]([S:60][CH3:59])[CH2:62][CH2:63]3)=[O:68])[CH2:39]2)(=[O:36])=[O:37])=[CH:31][CH:30]=1. The catalyst class is: 2.